Dataset: NCI-60 drug combinations with 297,098 pairs across 59 cell lines. Task: Regression. Given two drug SMILES strings and cell line genomic features, predict the synergy score measuring deviation from expected non-interaction effect. (1) Drug 1: C1=CN(C(=O)N=C1N)C2C(C(C(O2)CO)O)O.Cl. Drug 2: C(=O)(N)NO. Cell line: CAKI-1. Synergy scores: CSS=58.4, Synergy_ZIP=-0.682, Synergy_Bliss=-2.22, Synergy_Loewe=-43.4, Synergy_HSA=-2.40. (2) Drug 1: C1=CC(=C2C(=C1NCCNCCO)C(=O)C3=C(C=CC(=C3C2=O)O)O)NCCNCCO. Drug 2: C1=CN(C=N1)CC(O)(P(=O)(O)O)P(=O)(O)O. Cell line: SF-295. Synergy scores: CSS=3.17, Synergy_ZIP=-18.2, Synergy_Bliss=-35.6, Synergy_Loewe=-55.0, Synergy_HSA=-34.1. (3) Drug 2: CC12CCC(CC1=CCC3C2CCC4(C3CC=C4C5=CN=CC=C5)C)O. Cell line: COLO 205. Drug 1: CC1=C2C(C(=O)C3(C(CC4C(C3C(C(C2(C)C)(CC1OC(=O)C(C(C5=CC=CC=C5)NC(=O)OC(C)(C)C)O)O)OC(=O)C6=CC=CC=C6)(CO4)OC(=O)C)OC)C)OC. Synergy scores: CSS=57.8, Synergy_ZIP=6.93, Synergy_Bliss=5.35, Synergy_Loewe=-34.6, Synergy_HSA=3.42. (4) Drug 1: CS(=O)(=O)C1=CC(=C(C=C1)C(=O)NC2=CC(=C(C=C2)Cl)C3=CC=CC=N3)Cl. Drug 2: CC1CCC2CC(C(=CC=CC=CC(CC(C(=O)C(C(C(=CC(C(=O)CC(OC(=O)C3CCCCN3C(=O)C(=O)C1(O2)O)C(C)CC4CCC(C(C4)OC)O)C)C)O)OC)C)C)C)OC. Cell line: SK-MEL-5. Synergy scores: CSS=25.6, Synergy_ZIP=7.90, Synergy_Bliss=13.5, Synergy_Loewe=-8.11, Synergy_HSA=10.7.